Regression. Given a peptide amino acid sequence and an MHC pseudo amino acid sequence, predict their binding affinity value. This is MHC class II binding data. From a dataset of Peptide-MHC class II binding affinity with 134,281 pairs from IEDB. (1) The peptide sequence is MIEEGDIHWQIISSE. The binding affinity (normalized) is 0.0816. The MHC is DRB3_0101 with pseudo-sequence DRB3_0101. (2) The MHC is DRB4_0101 with pseudo-sequence DRB4_0103. The binding affinity (normalized) is 0.0506. The peptide sequence is KADLENPHPLEKKITQW. (3) The peptide sequence is EGRVEIDFDYCPGTTVTL. The MHC is DRB5_0101 with pseudo-sequence DRB5_0101. The binding affinity (normalized) is 0.182. (4) The peptide sequence is TIGTSVEESEMFMPR. The MHC is HLA-DQA10501-DQB10302 with pseudo-sequence HLA-DQA10501-DQB10302. The binding affinity (normalized) is 0.384. (5) The peptide sequence is GPKDNGGACGYKDVD. The MHC is HLA-DQA10401-DQB10402 with pseudo-sequence HLA-DQA10401-DQB10402. The binding affinity (normalized) is 0.295. (6) The peptide sequence is GKKEEKKEEKKESGD. The MHC is DRB4_0101 with pseudo-sequence DRB4_0103. The binding affinity (normalized) is 0.295. (7) The peptide sequence is AVGGVLLFLSVNVHA. The MHC is DRB1_0701 with pseudo-sequence DRB1_0701. The binding affinity (normalized) is 0.362. (8) The peptide sequence is EWATPFPHRKGVLFN. The MHC is DRB1_0401 with pseudo-sequence DRB1_0401. The binding affinity (normalized) is 0.0308. (9) The peptide sequence is NKSAFQSSVASGFIG. The MHC is DRB1_1101 with pseudo-sequence DRB1_1101. The binding affinity (normalized) is 0.499.